From a dataset of Forward reaction prediction with 1.9M reactions from USPTO patents (1976-2016). Predict the product of the given reaction. (1) Given the reactants [NH2:1][C:2]1[C:7]([N+:8]([O-])=O)=[C:6]([N:11]2[CH2:16][CH2:15][N:14]([CH2:17][C:18]([NH:20][C:21]3[O:25][N:24]=[C:23]([CH3:26])[CH:22]=3)=[O:19])[CH2:13][CH2:12]2)[C:5]([Cl:27])=[CH:4][N:3]=1.[CH:28](=O)[C:29]1[CH:34]=[CH:33][C:32]([O:35][CH3:36])=[CH:31][CH:30]=1.[O-]S(S([O-])=O)=O.[Na+].[Na+], predict the reaction product. The product is: [Cl:27][C:5]1[C:6]([N:11]2[CH2:12][CH2:13][N:14]([CH2:17][C:18]([NH:20][C:21]3[O:25][N:24]=[C:23]([CH3:26])[CH:22]=3)=[O:19])[CH2:15][CH2:16]2)=[C:7]2[N:8]=[C:28]([C:29]3[CH:34]=[CH:33][C:32]([O:35][CH3:36])=[CH:31][CH:30]=3)[NH:1][C:2]2=[N:3][CH:4]=1. (2) Given the reactants [Si]([O:8][CH2:9][CH2:10][N:11]1[CH2:22][C:21]2[C:23]([O:28]C)=[N:24][C:25]([CH3:27])=[CH:26][C:20]=2[CH2:19][CH2:18][CH:17]=[CH:16][CH2:15][C:14]2[C:30]([N:34]([CH2:41][CH3:42])[CH:35]3[CH2:40][CH2:39][O:38][CH2:37][CH2:36]3)=[CH:31][CH:32]=[CH:33][C:13]=2[C:12]1=[O:43])(C(C)(C)C)(C)C.Cl, predict the reaction product. The product is: [CH2:41]([N:34]([CH:35]1[CH2:40][CH2:39][O:38][CH2:37][CH2:36]1)[C:30]1[C:14]2[CH2:15][CH:16]=[CH:17][CH2:18][CH2:19][C:20]3[CH:26]=[C:25]([CH3:27])[NH:24][C:23](=[O:28])[C:21]=3[CH2:22][N:11]([CH2:10][CH2:9][OH:8])[C:12](=[O:43])[C:13]=2[CH:33]=[CH:32][CH:31]=1)[CH3:42].